Dataset: Peptide-MHC class II binding affinity with 134,281 pairs from IEDB. Task: Regression. Given a peptide amino acid sequence and an MHC pseudo amino acid sequence, predict their binding affinity value. This is MHC class II binding data. (1) The peptide sequence is QGEPGAVIRGKKGAG. The MHC is DRB4_0101 with pseudo-sequence DRB4_0103. The binding affinity (normalized) is 0.374. (2) The peptide sequence is AKGLNQEILELAQSET. The MHC is DRB1_0701 with pseudo-sequence DRB1_0701. The binding affinity (normalized) is 0.0206. (3) The peptide sequence is GRTTWSIHGKGEWMT. The MHC is HLA-DQA10601-DQB10402 with pseudo-sequence HLA-DQA10601-DQB10402. The binding affinity (normalized) is 0.607. (4) The peptide sequence is YDKFLANVSTVLTMK. The MHC is DRB1_1302 with pseudo-sequence DRB1_1302. The binding affinity (normalized) is 0.998. (5) The peptide sequence is VFGGITYTDVLRYVILV. The MHC is DRB5_0101 with pseudo-sequence DRB5_0101. The binding affinity (normalized) is 0.0919. (6) The peptide sequence is VHVSFVMAYPEMLAA. The MHC is HLA-DQA10102-DQB10602 with pseudo-sequence HLA-DQA10102-DQB10602. The binding affinity (normalized) is 0.397.